Dataset: Peptide-MHC class I binding affinity with 185,985 pairs from IEDB/IMGT. Task: Regression. Given a peptide amino acid sequence and an MHC pseudo amino acid sequence, predict their binding affinity value. This is MHC class I binding data. (1) The peptide sequence is TYLQSLASL. The MHC is HLA-B83:01 with pseudo-sequence HLA-B83:01. The binding affinity (normalized) is 0.213. (2) The peptide sequence is AQLYAYAGF. The MHC is HLA-B35:01 with pseudo-sequence HLA-B35:01. The binding affinity (normalized) is 0.0847. (3) The peptide sequence is VPGSETMCY. The MHC is HLA-B45:01 with pseudo-sequence HLA-B45:01. The binding affinity (normalized) is 0.